From a dataset of Full USPTO retrosynthesis dataset with 1.9M reactions from patents (1976-2016). Predict the reactants needed to synthesize the given product. (1) Given the product [CH2:17]([O:16][C:14](=[O:15])[CH:13]([NH:12][C:9](=[O:11])[CH2:8][C:5]1[CH:4]=[CH:3][C:2]([Br:1])=[CH:7][CH:6]=1)[CH2:21][CH3:22])[CH:18]([CH3:19])[CH3:20], predict the reactants needed to synthesize it. The reactants are: [Br:1][C:2]1[CH:7]=[CH:6][C:5]([CH2:8][C:9]([OH:11])=O)=[CH:4][CH:3]=1.[NH2:12][CH:13]([CH2:21][CH3:22])[C:14]([O:16][CH2:17][CH:18]([CH3:20])[CH3:19])=[O:15]. (2) Given the product [CH2:8]([N:15]([CH:24]([CH2:28][CH2:27][OH:26])[CH:25]=[N:7][O:6][CH3:5])[C:16](=[O:23])[C:17]1[CH:22]=[CH:21][C:20]([CH3:1])=[CH:19][CH:18]=1)[C:9]1[CH:14]=[CH:13][CH:12]=[CH:11][CH:10]=1, predict the reactants needed to synthesize it. The reactants are: [C:1](#N)C.Cl.[CH3:5][O:6][NH2:7].[CH2:8]([N:15]([CH:24]1[CH2:28][CH2:27][O:26][CH:25]1O)[C:16](=[O:23])[C:17]1[CH:22]=[CH:21][CH:20]=[CH:19][CH:18]=1)[C:9]1[CH:14]=[CH:13][CH:12]=[CH:11][CH:10]=1. (3) Given the product [CH3:13][O:7][C:6](=[O:8])[C:5]1[CH:9]=[CH:10][C:2]([Br:1])=[CH:3][C:4]=1[CH3:11], predict the reactants needed to synthesize it. The reactants are: [Br:1][C:2]1[CH:10]=[CH:9][C:5]([C:6]([OH:8])=[O:7])=[C:4]([CH3:11])[CH:3]=1.[Si](C=[N+]=[N-])(C)(C)[CH3:13]. (4) Given the product [OH:37][C:26]1[C:25](=[O:24])[N:12]([C:13]2[CH:21]=[CH:20][C:16]([C:17]([OH:19])=[O:18])=[CH:15][N:14]=2)[CH:8]([C:7]2[CH:10]=[CH:11][C:4]([CH:1]([CH3:3])[CH3:2])=[CH:5][CH:6]=2)[C:27]=1[C:28](=[O:36])[C:29]1[CH:34]=[CH:33][C:32]([CH3:35])=[CH:31][CH:30]=1, predict the reactants needed to synthesize it. The reactants are: [CH:1]([C:4]1[CH:11]=[CH:10][C:7]([CH:8]=O)=[CH:6][CH:5]=1)([CH3:3])[CH3:2].[NH2:12][C:13]1[CH:21]=[CH:20][C:16]([C:17]([OH:19])=[O:18])=[CH:15][N:14]=1.C([O:24][C:25](=O)[C:26]([OH:37])=[CH:27][C:28](=[O:36])[C:29]1[CH:34]=[CH:33][C:32]([CH3:35])=[CH:31][CH:30]=1)C.